Dataset: Reaction yield outcomes from USPTO patents with 853,638 reactions. Task: Predict the reaction yield, written as a fraction of the theoretical maximum amount of product (1.0 means a 100% yield; for example, 0.34 means a 34% yield). (1) The reactants are NC(N)=O.[CH2:5]([N:7]=[C:8]=[O:9])[CH3:6].[CH3:10][O:11][C:12]([C:14]1[S:33][C:17]2[C:18]3[CH:19]=[CH:20][CH:21]=[C:22]([NH:25][CH2:26][CH:27]4[CH2:32][CH2:31][CH2:30][CH2:29][CH2:28]4)[C:23]=3[S:24][C:16]=2[C:15]=1[O:34][CH2:35][C:36]([O:38][CH2:39][CH3:40])=[O:37])=[O:13]. The yield is 0.430. The catalyst is CN(C1C=CN=CC=1)C.ClCCCl. The product is [CH3:10][O:11][C:12]([C:14]1[S:33][C:17]2[C:18]3[CH:19]=[CH:20][CH:21]=[C:22]([N:25]([CH2:26][CH:27]4[CH2:32][CH2:31][CH2:30][CH2:29][CH2:28]4)[C:8]([NH:7][CH2:5][CH3:6])=[O:9])[C:23]=3[S:24][C:16]=2[C:15]=1[O:34][CH2:35][C:36]([O:38][CH2:39][CH3:40])=[O:37])=[O:13]. (2) The product is [CH:13]1([C:11]([C:3]2[S:4][C:5]3=[CH:6][N:7]=[CH:8][CH:9]=[C:10]3[C:2]=2[CH3:1])=[O:12])[CH2:18][CH2:17][CH2:16][CH2:15][CH2:14]1. The reactants are [CH3:1][C:2]1[C:10]2[C:5](=[CH:6][N:7]=[CH:8][CH:9]=2)[S:4][C:3]=1[CH:11]=[O:12].[CH:13]1([Mg]Br)[CH2:18][CH2:17][CH2:16][CH2:15][CH2:14]1.[Cl-].[NH4+].C[N+]1([O-])CCOCC1. The yield is 0.310. The catalyst is O1CCCC1.[Ru]([O-])(=O)(=O)=O.C([N+](CCC)(CCC)CCC)CC.C(#N)C. (3) The reactants are [Cl:1][C:2]1[CH:3]=[C:4]([C:10]([N:12]2[CH2:17][CH2:16][O:15][C:14]3[CH:18]=[CH:19][N:20]=[CH:21][C:13]2=3)=[O:11])[CH:5]=[CH:6][C:7]=1[O:8]C.B(Br)(Br)Br. The catalyst is ClCCl.CCCCCC. The product is [Cl:1][C:2]1[CH:3]=[C:4]([C:10]([N:12]2[CH2:17][CH2:16][O:15][C:14]3[CH:18]=[CH:19][N:20]=[CH:21][C:13]2=3)=[O:11])[CH:5]=[CH:6][C:7]=1[OH:8]. The yield is 0.380.